Dataset: Forward reaction prediction with 1.9M reactions from USPTO patents (1976-2016). Task: Predict the product of the given reaction. (1) Given the reactants [CH:1]1([C:7]([OH:9])=O)[CH2:6][CH2:5][CH2:4][CH2:3][CH2:2]1.Cl.[CH3:11][NH:12][O:13][CH3:14].Cl.C(N=C=NCCCN(C)C)C.C(N(CC)C(C)C)(C)C, predict the reaction product. The product is: [CH3:14][O:13][N:12]([CH3:11])[C:7]([CH:1]1[CH2:6][CH2:5][CH2:4][CH2:3][CH2:2]1)=[O:9]. (2) Given the reactants [C:1]([C:5]1[C:10]([Cl:11])=[CH:9][C:8]([C:12]2[N:13]([C:31](Cl)=[O:32])[C@H:14]([C:24]3[CH:29]=[CH:28][C:27]([Cl:30])=[CH:26][CH:25]=3)[C@H:15]([C:17]3[CH:22]=[CH:21][C:20]([Cl:23])=[CH:19][CH:18]=3)[N:16]=2)=[C:7]([O:34][CH2:35][CH3:36])[CH:6]=1)([CH3:4])([CH3:3])[CH3:2].[CH3:37][N:38]([CH3:48])[C:39](=[O:47])[CH2:40][N:41]1[CH2:46][CH2:45][NH:44][CH2:43][CH2:42]1, predict the reaction product. The product is: [ClH:11].[C:1]([C:5]1[C:10]([Cl:11])=[CH:9][C:8]([C:12]2[N:13]([C:31]([N:44]3[CH2:43][CH2:42][N:41]([CH2:40][C:39]([N:38]([CH3:48])[CH3:37])=[O:47])[CH2:46][CH2:45]3)=[O:32])[C@H:14]([C:24]3[CH:25]=[CH:26][C:27]([Cl:30])=[CH:28][CH:29]=3)[C@H:15]([C:17]3[CH:18]=[CH:19][C:20]([Cl:23])=[CH:21][CH:22]=3)[N:16]=2)=[C:7]([O:34][CH2:35][CH3:36])[CH:6]=1)([CH3:3])([CH3:2])[CH3:4].